This data is from Full USPTO retrosynthesis dataset with 1.9M reactions from patents (1976-2016). The task is: Predict the reactants needed to synthesize the given product. (1) The reactants are: [CH3:1][C@H:2]1[N:7]([C:8]2[CH:13]=[CH:12][C:11]([C:14]([F:17])([F:16])[F:15])=[CH:10][N:9]=2)[CH2:6][CH2:5][N:4]([CH2:18][C:19]2[C:20]([C:24]3[NH:28][C:27]([C:29]#[N:30])=[CH:26][CH:25]=3)=[N:21][NH:22][CH:23]=2)[CH2:3]1.C([O-])([O-])=[O:32].[K+].[K+].OO. Given the product [CH3:1][C@H:2]1[N:7]([C:8]2[CH:13]=[CH:12][C:11]([C:14]([F:16])([F:15])[F:17])=[CH:10][N:9]=2)[CH2:6][CH2:5][N:4]([CH2:18][C:19]2[C:20]([C:24]3[NH:28][C:27]([C:29]([NH2:30])=[O:32])=[CH:26][CH:25]=3)=[N:21][NH:22][CH:23]=2)[CH2:3]1, predict the reactants needed to synthesize it. (2) Given the product [Br:13][C:10]1[CH:11]=[CH:12][C:7]([C:21]2([NH:20][S:18]([C:15]([CH3:17])([CH3:16])[CH3:14])=[O:19])[CH2:24][O:23][CH2:22]2)=[CH:8][CH:9]=1, predict the reactants needed to synthesize it. The reactants are: C([Li])CCC.Br[C:7]1[CH:12]=[CH:11][C:10]([Br:13])=[CH:9][CH:8]=1.[CH3:14][C:15]([S:18]([N:20]=[C:21]1[CH2:24][O:23][CH2:22]1)=[O:19])([CH3:17])[CH3:16]. (3) Given the product [CH3:11][C:12]1[CH:13]=[C:14]([CH:17]=[CH:18][CH:19]=1)[CH2:15][NH:1][C@H:2]1[CH2:6][CH2:5][CH2:4][C@H:3]1[C:7]([O:9][CH3:10])=[O:8], predict the reactants needed to synthesize it. The reactants are: [NH2:1][C@H:2]1[CH2:6][CH2:5][CH2:4][C@H:3]1[C:7]([O:9][CH3:10])=[O:8].[CH3:11][C:12]1[CH:13]=[C:14]([CH:17]=[CH:18][CH:19]=1)[CH:15]=O.C([BH3-])#N.[Na+].C(=O)(O)[O-].[Na+]. (4) Given the product [Si:1]([O:18][CH2:19][C:20]1([C:26]([NH:32][CH3:36])=[O:28])[CH2:25][CH2:24][CH2:23][CH2:22][CH2:21]1)([C:14]([CH3:17])([CH3:16])[CH3:15])([C:8]1[CH:13]=[CH:12][CH:11]=[CH:10][CH:9]=1)[C:2]1[CH:7]=[CH:6][CH:5]=[CH:4][CH:3]=1, predict the reactants needed to synthesize it. The reactants are: [Si:1]([O:18][CH2:19][C:20]1([C:26]([OH:28])=O)[CH2:25][CH2:24][CH2:23][CH2:22][CH2:21]1)([C:14]([CH3:17])([CH3:16])[CH3:15])([C:8]1[CH:13]=[CH:12][CH:11]=[CH:10][CH:9]=1)[C:2]1[CH:7]=[CH:6][CH:5]=[CH:4][CH:3]=1.CN.O[N:32]1[C:36]2C=CC=CC=2N=N1.Cl.C(N=C=NCCCN(C)C)C.[Cl-].[NH4+]. (5) Given the product [C:1]([O:5][C:6]([N:8]1[CH2:13][C:12]([CH3:15])([CH3:14])[NH:11][CH2:10][CH:9]1[CH:23]([CH3:25])[CH3:24])=[O:7])([CH3:4])([CH3:3])[CH3:2], predict the reactants needed to synthesize it. The reactants are: [C:1]([O:5][C:6]([N:8]1[CH2:13][C:12]([CH3:15])([CH3:14])[N:11](CC2C=CC=CC=2)[CH2:10][CH:9]1[CH:23]([CH3:25])[CH3:24])=[O:7])([CH3:4])([CH3:3])[CH3:2]. (6) The reactants are: C1(N[C:8]2[CH:9]=[C:10]3[C:16]([CH:17]=[O:18])=[CH:15][NH:14][C:11]3=[N:12][CH:13]=2)C=CC=CC=1.[Cl-].[Al+3].[Cl-].[Cl-].[C:23]1(NC2C=C3C=CNC3=NC=2)[CH:28]=[CH:27][CH:26]=[CH:25][CH:24]=1.ClC(Cl)OC. Given the product [C:23]1([C:8]2[CH:9]=[C:10]3[C:16]([CH:17]=[O:18])=[CH:15][NH:14][C:11]3=[N:12][CH:13]=2)[CH:28]=[CH:27][CH:26]=[CH:25][CH:24]=1, predict the reactants needed to synthesize it. (7) Given the product [Cl:20][C:16]1[CH:17]=[CH:18][CH:19]=[C:11]([Cl:10])[C:12]=1[C:13]([N:63]1[CH2:62][CH2:61][N:60]([C:43](=[O:42])[CH2:44][NH:45][C:46]([C:48]2[CH:53]=[CH:52][C:51]([C:54]3[CH:59]=[CH:58][CH:57]=[CH:56][CH:55]=3)=[CH:50][CH:49]=2)=[O:47])[CH2:65][CH2:64]1)=[O:15], predict the reactants needed to synthesize it. The reactants are: CCN(C(C)C)C(C)C.[Cl:10][C:11]1[CH:19]=[CH:18][CH:17]=[C:16]([Cl:20])[C:12]=1[C:13]([OH:15])=O.C1C=CC2N(O)N=NC=2C=1.CCN=C=NCCCN(C)C.[O:42]=[C:43]([N:60]1[CH2:65][CH2:64][NH:63][CH2:62][CH2:61]1)[CH2:44][NH:45][C:46]([C:48]1[CH:53]=[CH:52][C:51]([C:54]2[CH:59]=[CH:58][CH:57]=[CH:56][CH:55]=2)=[CH:50][CH:49]=1)=[O:47].